Dataset: Forward reaction prediction with 1.9M reactions from USPTO patents (1976-2016). Task: Predict the product of the given reaction. (1) Given the reactants [CH3:1][CH:2]([O:4][C:5]1[CH:13]=[C:12]2[C:8]([CH:9]=[N:10][NH:11]2)=[CH:7][C:6]=1[NH:14][C:15]1[C:16]2[C:23]3[CH2:24][CH2:25][CH:26]([C:28]([OH:30])=O)[CH2:27][C:22]=3[S:21][C:17]=2[N:18]=[CH:19][N:20]=1)[CH3:3].[CH2:31]([NH:33][CH2:34][CH2:35][OH:36])[CH3:32], predict the reaction product. The product is: [CH2:31]([N:33]([CH2:34][CH2:35][OH:36])[C:28]([CH:26]1[CH2:25][CH2:24][C:23]2[C:16]3[C:15]([NH:14][C:6]4[CH:7]=[C:8]5[C:12](=[CH:13][C:5]=4[O:4][CH:2]([CH3:1])[CH3:3])[NH:11][N:10]=[CH:9]5)=[N:20][CH:19]=[N:18][C:17]=3[S:21][C:22]=2[CH2:27]1)=[O:30])[CH3:32]. (2) The product is: [Br:1][C:2]1[C:3]([C:8]([O:10][CH3:16])=[O:9])=[N:4][CH:5]=[CH:6][CH:7]=1. Given the reactants [Br:1][C:2]1[C:3]([C:8]([OH:10])=[O:9])=[N:4][CH:5]=[CH:6][CH:7]=1.OS(O)(=O)=O.[CH3:16]O, predict the reaction product. (3) Given the reactants [F:1][C:2]1[CH:8]=[C:7]([CH3:9])[C:6](B2OC(C)(C)C(C)(C)O2)=[CH:5][C:3]=1[NH2:4].FC(F)(F)S(O[C:25]1[C:36]([CH3:37])=[N:35][C:28]2[N:29]=[C:30]([S:33][CH3:34])[N:31]=[CH:32][C:27]=2[CH:26]=1)(=O)=O.C([O-])([O-])=O.[K+].[K+].CCOC(C)=O, predict the reaction product. The product is: [F:1][C:2]1[CH:8]=[C:7]([CH3:9])[C:6]([C:25]2[C:36]([CH3:37])=[N:35][C:28]3[N:29]=[C:30]([S:33][CH3:34])[N:31]=[CH:32][C:27]=3[CH:26]=2)=[CH:5][C:3]=1[NH2:4]. (4) Given the reactants Br[CH2:2][CH2:3][CH2:4][CH2:5][O:6][C:7]1[CH:8]=[CH:9][C:10]2[C:14]([C:15]3[CH:20]=[CH:19][C:18]([Br:21])=[CH:17][CH:16]=3)=[C:13]([CH3:22])[S:12][C:11]=2[CH:23]=1.[CH3:24][O:25][CH2:26][CH2:27][NH:28][CH2:29][CH3:30], predict the reaction product. The product is: [Br:21][C:18]1[CH:19]=[CH:20][C:15]([C:14]2[C:10]3[CH:9]=[CH:8][C:7]([O:6][CH2:5][CH2:4][CH2:3][CH2:2][N:28]([CH2:29][CH3:30])[CH2:27][CH2:26][O:25][CH3:24])=[CH:23][C:11]=3[S:12][C:13]=2[CH3:22])=[CH:16][CH:17]=1. (5) Given the reactants [Cl:1][C:2]1[CH:3]=[CH:4][C:5]([N:15]2[CH:19]=[C:18]([C:20]([F:23])([F:22])[F:21])[N:17]=[N:16]2)=[C:6]([C:8]2[N:13]=[CH:12][N:11]=[C:10]([OH:14])[CH:9]=2)[CH:7]=1.CN(C(ON1N=NC2C=CC=NC1=2)=[N+](C)C)C.F[P-](F)(F)(F)(F)F.C1CCN2C(=NCCC2)CC1.N[C@@H:60]1[C:77]2[CH:78]=[C:73]([CH:74]=[CH:75][CH:76]=2)[C:72]2[N:71]=[C:70]([CH3:79])[CH:69]=[CH:68][C:67]=2[NH:66][C:65](=[O:80])[C@H:64]([CH3:81])[CH2:63][CH2:62][CH2:61]1, predict the reaction product. The product is: [Cl:1][C:2]1[CH:3]=[CH:4][C:5]([N:15]2[CH:19]=[C:18]([C:20]([F:21])([F:23])[F:22])[N:17]=[N:16]2)=[C:6]([C:8]2[N:13]=[CH:12][N:11]([C@@H:60]3[C:77]4[CH:78]=[C:73]([CH:74]=[CH:75][CH:76]=4)[C:72]4[N:71]=[C:70]([CH3:79])[CH:69]=[CH:68][C:67]=4[NH:66][C:65](=[O:80])[C@H:64]([CH3:81])[CH2:63][CH2:62][CH2:61]3)[C:10](=[O:14])[CH:9]=2)[CH:7]=1.